This data is from Full USPTO retrosynthesis dataset with 1.9M reactions from patents (1976-2016). The task is: Predict the reactants needed to synthesize the given product. (1) The reactants are: [NH2:1][C:2]1[C:7]2[C:8]([C:11]3[CH:16]=[CH:15][C:14]([NH:17][C:18]([C:20]4[N:21]([CH3:29])[C:22]5[C:27]([CH:28]=4)=[CH:26][CH:25]=[CH:24][CH:23]=5)=[O:19])=[C:13]([O:30][CH3:31])[CH:12]=3)=[CH:9][O:10][C:6]=2[C:5](I)=[CH:4][N:3]=1.C([O:35][CH:36](OCC)/[CH:37]=[CH:38]/B1OC(C)(C)C(C)(C)O1)C.C(=O)([O-])[O-].[Na+].[Na+].O.C1(C)C=CC(S(O)(=O)=O)=CC=1. Given the product [NH2:1][C:2]1[C:7]2[C:8]([C:11]3[CH:16]=[CH:15][C:14]([NH:17][C:18]([C:20]4[N:21]([CH3:29])[C:22]5[C:27]([CH:28]=4)=[CH:26][CH:25]=[CH:24][CH:23]=5)=[O:19])=[C:13]([O:30][CH3:31])[CH:12]=3)=[CH:9][O:10][C:6]=2[C:5](/[CH:38]=[CH:37]/[CH:36]=[O:35])=[CH:4][N:3]=1, predict the reactants needed to synthesize it. (2) Given the product [Br:12][C:13]1[N:18]=[CH:17][C:16]2[CH:19]=[C:20]([C:26]3[CH:27]=[N:28][N:29]([C:31]([O:33][C:34]([CH3:37])([CH3:36])[CH3:35])=[O:32])[CH:30]=3)[NH:21][C:15]=2[CH:14]=1, predict the reactants needed to synthesize it. The reactants are: C1CCN2C(=NCCC2)CC1.[Br:12][C:13]1[N:18]=[CH:17][C:16]2[CH:19]=[C:20]([C:26]3[CH:27]=[N:28][N:29]([C:31]([O:33][C:34]([CH3:37])([CH3:36])[CH3:35])=[O:32])[CH:30]=3)[N:21](S(C)(=O)=O)[C:15]=2[CH:14]=1.C(O)(C)(C)C.